Predict the reactants needed to synthesize the given product. From a dataset of Full USPTO retrosynthesis dataset with 1.9M reactions from patents (1976-2016). Given the product [CH3:21][C:5]1[CH:4]=[CH:3][C:2]([C@@H:37]2[O:45][C@H:44]([CH2:46][OH:47])[C@@H:42]([OH:43])[C@H:40]([OH:41])[C@H:38]2[OH:39])=[CH:20][C:6]=1[CH2:7][C:8]1[S:9][C:10]([C:13]2[CH:18]=[CH:17][C:16]([F:19])=[CH:15][CH:14]=2)=[CH:11][CH:12]=1, predict the reactants needed to synthesize it. The reactants are: Br[C:2]1[CH:3]=[CH:4][C:5]([CH3:21])=[C:6]([CH:20]=1)[CH2:7][C:8]1[S:9][C:10]([C:13]2[CH:18]=[CH:17][C:16]([F:19])=[CH:15][CH:14]=2)=[CH:11][CH:12]=1.C([Li])CCC.[Cl-].C([Al+]CC(C)C)C(C)C.[C@@H:37]12[O:47][CH2:46][C@@H:44]([O:45]1)[C@@H:42]([OH:43])[C@H:40]([OH:41])[C@H:38]2[OH:39].[H-].C([Al+]CC(C)C)C(C)C.[Al].